From a dataset of Cav3 T-type calcium channel HTS with 100,875 compounds. Binary Classification. Given a drug SMILES string, predict its activity (active/inactive) in a high-throughput screening assay against a specified biological target. (1) The result is 0 (inactive). The compound is O(CC(C)C)c1ccc(cc1)c1oc(nn1)c1ccncc1. (2) The drug is Brc1c(c2oc(nn2)CSc2n(c(=O)c3c4CCCc4sc3n2)C)cccc1. The result is 0 (inactive). (3) The drug is s1c(C(OC2(C(=O)c3c(cc(n(c3)c3ccccc3)CCCC(OC)=O)=CC2=O)C)=O)ccc1. The result is 0 (inactive). (4) The molecule is Clc1c(CSc2n(c(cn2)CO)C)c(Cl)ccc1. The result is 0 (inactive).